Dataset: Full USPTO retrosynthesis dataset with 1.9M reactions from patents (1976-2016). Task: Predict the reactants needed to synthesize the given product. (1) Given the product [C:1]([OH:7])([C:3]([F:6])([F:5])[F:4])=[O:2].[Cl:47][C:35]1[CH:36]=[C:37]([O:40][C:41]2[N:46]=[CH:45][CH:44]=[CH:43][N:42]=2)[CH:38]=[CH:39][C:34]=1[C:30]1[C:29]([F:48])=[CH:28][C:27]2[N:26]=[CH:25][C:24]3[N:23]=[C:22]([CH3:49])[N:21]([C@H:18]4[CH2:19][CH2:20][NH:15][CH2:16][C@@H:17]4[F:50])[C:33]=3[C:32]=2[CH:31]=1, predict the reactants needed to synthesize it. The reactants are: [C:1]([OH:7])([C:3]([F:6])([F:5])[F:4])=[O:2].C(OC([N:15]1[CH2:20][CH2:19][C@H:18]([N:21]2[C:33]3[C:32]4[CH:31]=[C:30]([C:34]5[CH:39]=[CH:38][C:37]([O:40][C:41]6[N:46]=[CH:45][CH:44]=[CH:43][N:42]=6)=[CH:36][C:35]=5[Cl:47])[C:29]([F:48])=[CH:28][C:27]=4[N:26]=[CH:25][C:24]=3[N:23]=[C:22]2[CH3:49])[C@@H:17]([F:50])[CH2:16]1)=O)(C)(C)C.CO.C(Cl)Cl. (2) Given the product [CH2:14]([O:13][C:12]1[C:11](=[O:21])[N:10]=[C:9]([CH2:22][C:23]2([C:28]3[CH:33]=[CH:32][C:31]([Br:34])=[CH:30][CH:29]=3)[CH2:27][CH2:26][CH2:25][CH2:24]2)[N:8]2[CH2:2][CH2:3][N:4]([CH:35]([CH3:37])[CH3:36])[C:5](=[O:6])[C:7]=12)[C:15]1[CH:16]=[CH:17][CH:18]=[CH:19][CH:20]=1, predict the reactants needed to synthesize it. The reactants are: O[CH2:2][CH2:3][N:4]([CH:35]([CH3:37])[CH3:36])[C:5]([C:7]1[C:12]([O:13][CH2:14][C:15]2[CH:20]=[CH:19][CH:18]=[CH:17][CH:16]=2)=[C:11]([OH:21])[N:10]=[C:9]([CH2:22][C:23]2([C:28]3[CH:33]=[CH:32][C:31]([Br:34])=[CH:30][CH:29]=3)[CH2:27][CH2:26][CH2:25][CH2:24]2)[N:8]=1)=[O:6].C1(P(C2C=CC=CC=2)C2C=CC=CC=2)C=CC=CC=1. (3) The reactants are: [Br:1][C:2]1[CH:7]=[CH:6][C:5]([S:8]([C@@H:11]2[CH2:15][C@@H:14]([C:16](O)=[O:17])[C@H:13]([C:19]([N:21]3[CH2:24][C:23]([F:26])([F:25])[CH2:22]3)=[O:20])[CH2:12]2)(=[O:10])=[O:9])=[C:4]([C:27]([F:30])([F:29])[F:28])[CH:3]=1.C(N(CC)C(C)C)(C)C.C[NH3+].F[P-](F)(F)(F)(F)F.N1(OC(N(C)C)=[N+](C)C)[C:53]2[N:54]=C[CH:56]=[CH:57][C:52]=2[N:51]=N1.F[P-](F)(F)(F)(F)F.C1C(N)(C#N)C1.Cl. Given the product [C:53]([C:52]1([NH:51][C:16]([C@@H:14]2[CH2:15][C@@H:11]([S:8]([C:5]3[CH:6]=[CH:7][C:2]([Br:1])=[CH:3][C:4]=3[C:27]([F:29])([F:30])[F:28])(=[O:10])=[O:9])[CH2:12][C@H:13]2[C:19]([N:21]2[CH2:22][C:23]([F:25])([F:26])[CH2:24]2)=[O:20])=[O:17])[CH2:56][CH2:57]1)#[N:54], predict the reactants needed to synthesize it. (4) Given the product [Cl:42][C:39]1[CH:40]=[CH:41][C:36]([O:35][C:30]2[CH:29]=[CH:28][C:27]([CH2:26][S:14][C:11]3[N:12]([CH3:16])[CH:13]=[C:8]([CH2:7][C:5]4[CH:6]=[N:1][CH:2]=[N:3][CH:4]=4)[C:9](=[O:15])[N:10]=3)=[CH:34][C:31]=2[C:32]#[N:33])=[CH:37][C:38]=1[C:43]([F:46])([F:45])[F:44], predict the reactants needed to synthesize it. The reactants are: [N:1]1[CH:6]=[C:5]([CH2:7][C:8]2[C:9](=[O:15])[NH:10][C:11](=[S:14])[NH:12][CH:13]=2)[CH:4]=[N:3][CH:2]=1.[CH3:16]CN(C(C)C)C(C)C.Cl[CH2:26][C:27]1[CH:28]=[CH:29][C:30]([O:35][C:36]2[CH:41]=[CH:40][C:39]([Cl:42])=[C:38]([C:43]([F:46])([F:45])[F:44])[CH:37]=2)=[C:31]([CH:34]=1)[C:32]#[N:33].CI. (5) The reactants are: Br[C:2]1[CH:3]=[C:4]([C:8]2[CH:13]=[CH:12][C:11]([C:14]#[N:15])=[CH:10][CH:9]=2)[CH:5]=[CH:6][CH:7]=1.[OH:16][C:17]1[CH:18]=[C:19]2[C:24](=[CH:25][CH:26]=1)[CH:23]=[C:22](B(O)O)[CH:21]=[CH:20]2.C(=O)([O-])[O-].[Na+].[Na+].Cl. Given the product [C:14]([C:11]1[CH:12]=[CH:13][C:8]([C:4]2[CH:5]=[CH:6][CH:7]=[C:2]([C:22]3[CH:23]=[C:24]4[C:19](=[CH:20][CH:21]=3)[CH:18]=[C:17]([OH:16])[CH:26]=[CH:25]4)[CH:3]=2)=[CH:9][CH:10]=1)#[N:15], predict the reactants needed to synthesize it. (6) Given the product [F:29][C:2]1[CH:3]=[C:4]2[C:9](=[CH:10][CH:11]=1)[C:8](=[O:12])[N:7]([CH2:13][CH:14]=[O:15])[CH2:6][CH2:5]2, predict the reactants needed to synthesize it. The reactants are: Br[C:2]1[CH:3]=[C:4]2[C:9](=[CH:10][CH:11]=1)[C:8](=[O:12])[N:7]([CH2:13][CH:14]=[O:15])[CH2:6][CH2:5]2.C(N1CCC2C(=CC=C([F:29])C=2)C1=O)C=C. (7) Given the product [C:6]([C:5]1[CH:9]=[C:10]2[C:2](=[CH:3][CH:4]=1)[C:1](=[O:12])[O:11][CH2:13]2)([OH:8])=[O:7], predict the reactants needed to synthesize it. The reactants are: [C:1]([OH:12])(=[O:11])[C:2]1[CH:10]=[CH:9][C:5]([C:6]([OH:8])=[O:7])=[CH:4][CH:3]=1.[CH2:13]=O.O. (8) Given the product [Cl:1][C:2]1[CH:7]=[CH:6][C:5]([C:8]2[N:12]([CH3:13])[C:11]([C:14]([OH:16])=[O:15])=[C:10]([C:18]3[CH:23]=[CH:22][C:21]([S:24](=[O:27])(=[O:26])[NH2:25])=[CH:20][CH:19]=3)[C:9]=2[CH3:28])=[CH:4][CH:3]=1, predict the reactants needed to synthesize it. The reactants are: [Cl:1][C:2]1[CH:7]=[CH:6][C:5]([C:8]2[N:12]([CH3:13])[C:11]([C:14]([O:16]C)=[O:15])=[C:10]([C:18]3[CH:23]=[CH:22][C:21]([S:24](=[O:27])(=[O:26])[NH2:25])=[CH:20][CH:19]=3)[C:9]=2[CH3:28])=[CH:4][CH:3]=1.[OH-].[Na+]. (9) Given the product [CH3:33][C:29]1[CH:28]=[C:27]([CH:32]=[CH:31][CH:30]=1)[C:25]([CH:22]1[CH2:23][CH2:24][N:19]([C:15](=[O:17])[CH2:14][CH2:13][CH2:12][C:4]2[NH:3][C:2](=[O:1])[C:11]3[C:6](=[CH:7][CH:8]=[CH:9][CH:10]=3)[N:5]=2)[CH2:20][CH2:21]1)=[O:26], predict the reactants needed to synthesize it. The reactants are: [O:1]=[C:2]1[C:11]2[C:6](=[CH:7][CH:8]=[CH:9][CH:10]=2)[N:5]=[C:4]([CH2:12][CH2:13][CH2:14][C:15]([OH:17])=O)[NH:3]1.Cl.[NH:19]1[CH2:24][CH2:23][CH:22]([C:25]([C:27]2[CH:28]=[C:29]([CH3:33])[CH:30]=[CH:31][CH:32]=2)=[O:26])[CH2:21][CH2:20]1.C(N(CC)CC)C.